This data is from Full USPTO retrosynthesis dataset with 1.9M reactions from patents (1976-2016). The task is: Predict the reactants needed to synthesize the given product. Given the product [CH:22]1([CH2:21][NH:20][C:18]([N:15]2[CH2:16][CH2:17][CH:12]([NH:11][C:10]3[CH:9]=[CH:8][C:7]([CH2:6][CH2:5][NH:4][CH2:57][C@H:55]([OH:56])[CH2:54][O:53][C:50]4[CH:51]=[CH:52][C:47]([OH:46])=[CH:48][CH:49]=4)=[CH:28][CH:27]=3)[CH2:13][CH2:14]2)=[O:19])[CH2:23][CH2:24][CH2:25][CH2:26]1, predict the reactants needed to synthesize it. The reactants are: C(O)=O.[NH2:4][CH2:5][CH2:6][C:7]1[CH:28]=[CH:27][C:10]([NH:11][CH:12]2[CH2:17][CH2:16][N:15]([C:18]([NH:20][CH2:21][CH:22]3[CH2:26][CH2:25][CH2:24][CH2:23]3)=[O:19])[CH2:14][CH2:13]2)=[CH:9][CH:8]=1.C([Si]([O:46][C:47]1[CH:52]=[CH:51][C:50]([O:53][CH2:54][CH:55]2[CH2:57][O:56]2)=[CH:49][CH:48]=1)(C1C=CC=CC=1)C1C=CC=CC=1)(C)(C)C.